This data is from Full USPTO retrosynthesis dataset with 1.9M reactions from patents (1976-2016). The task is: Predict the reactants needed to synthesize the given product. Given the product [Br:15][C:7]1[CH:8]=[C:9]([N+:12]([O-:14])=[O:13])[CH:10]=[C:11]2[C:6]=1[N:5]=[C:4]([OH:16])[N:3]=[C:2]2[NH:1][CH2:23][CH2:24][CH2:25][N:26]1[CH2:31][CH2:30][N:29]([CH3:32])[CH2:28][CH2:27]1, predict the reactants needed to synthesize it. The reactants are: [NH2:1][C:2]1[C:11]2[C:6](=[C:7]([Br:15])[CH:8]=[C:9]([N+:12]([O-:14])=[O:13])[CH:10]=2)[N:5]=[C:4]([OH:16])[N:3]=1.S(=O)(=O)(O)N.N[CH2:23][CH2:24][CH2:25][N:26]1[CH2:31][CH2:30][N:29]([CH3:32])[CH2:28][CH2:27]1.